This data is from Forward reaction prediction with 1.9M reactions from USPTO patents (1976-2016). The task is: Predict the product of the given reaction. (1) Given the reactants CN(C)/[CH:3]=[CH:4]/[C:5]1[CH:6]=[N+:7]([O-])[CH:8]=[CH:9][C:10]=1[N+:11]([O-])=O, predict the reaction product. The product is: [NH:11]1[C:10]2[CH:9]=[CH:8][N:7]=[CH:6][C:5]=2[CH:4]=[CH:3]1. (2) Given the reactants Cl[C:2]1[N:3]=[N:4][CH:5]=[C:6]([C:8]([N:10]2[CH2:15][CH2:14][CH2:13][CH:12]([C:16]3[CH:21]=[CH:20][C:19]([Cl:22])=[CH:18][C:17]=3[CH3:23])[CH2:11]2)=[O:9])[CH:7]=1.[CH3:24][O-:25].[Na+], predict the reaction product. The product is: [Cl:22][C:19]1[CH:20]=[CH:21][C:16]([CH:12]2[CH2:13][CH2:14][CH2:15][N:10]([C:8]([C:6]3[CH:7]=[C:2]([O:25][CH3:24])[N:3]=[N:4][CH:5]=3)=[O:9])[CH2:11]2)=[C:17]([CH3:23])[CH:18]=1. (3) Given the reactants [NH2:1][C:2]1[CH:6]=[CH:5][S:4][C:3]=1[C:7]([NH2:9])=[O:8].CCN(CC)CC.CN(C1C=CC=CN=1)C.[CH3:26][O:27][C:28]1[CH:36]=[CH:35][CH:34]=[CH:33][C:29]=1[C:30](Cl)=[O:31], predict the reaction product. The product is: [CH3:26][O:27][C:28]1[CH:36]=[CH:35][CH:34]=[CH:33][C:29]=1[C:30]([NH:1][C:2]1[CH:6]=[CH:5][S:4][C:3]=1[C:7]([NH2:9])=[O:8])=[O:31]. (4) Given the reactants [CH:1]1([N:5]([CH3:47])[CH:6]([CH3:46])[CH2:7][CH2:8][N:9]([C@@H:24]([C:26]2[N:27]([C:37]3[CH:42]=[CH:41][C:40]([O:43][CH2:44][CH3:45])=[CH:39][CH:38]=3)[C:28](=[O:36])[C:29]3[CH:35]=[CH:34][CH:33]=[N:32][C:30]=3[N:31]=2)[CH3:25])[C:10](=[O:23])[CH2:11][C:12]2[CH:17]=[CH:16][C:15]([F:18])=[C:14]([C:19]([F:22])([F:21])[F:20])[CH:13]=2)[CH2:4][CH2:3][CH2:2]1, predict the reaction product. The product is: [CH:1]1([N:5]([CH3:47])[CH:6]([CH3:46])[CH2:7][CH2:8][N:9]([C@@H:24]([C:26]2[N:27]([C:37]3[CH:38]=[CH:39][C:40]([O:43][CH2:44][CH3:45])=[CH:41][CH:42]=3)[C:28](=[O:36])[C:29]3[CH2:35][CH2:34][CH2:33][NH:32][C:30]=3[N:31]=2)[CH3:25])[C:10](=[O:23])[CH2:11][C:12]2[CH:17]=[CH:16][C:15]([F:18])=[C:14]([C:19]([F:20])([F:21])[F:22])[CH:13]=2)[CH2:2][CH2:3][CH2:4]1.